Dataset: Peptide-MHC class I binding affinity with 185,985 pairs from IEDB/IMGT. Task: Regression. Given a peptide amino acid sequence and an MHC pseudo amino acid sequence, predict their binding affinity value. This is MHC class I binding data. The peptide sequence is LVTLPVYSK. The MHC is HLA-A31:01 with pseudo-sequence HLA-A31:01. The binding affinity (normalized) is 0.304.